Regression. Given two drug SMILES strings and cell line genomic features, predict the synergy score measuring deviation from expected non-interaction effect. From a dataset of NCI-60 drug combinations with 297,098 pairs across 59 cell lines. (1) Drug 1: CN(C)C1=NC(=NC(=N1)N(C)C)N(C)C. Drug 2: CC1=C(C=C(C=C1)NC(=O)C2=CC=C(C=C2)CN3CCN(CC3)C)NC4=NC=CC(=N4)C5=CN=CC=C5. Cell line: SNB-75. Synergy scores: CSS=-1.91, Synergy_ZIP=0.432, Synergy_Bliss=-0.988, Synergy_Loewe=-2.99, Synergy_HSA=-2.74. (2) Drug 1: C1C(C(OC1N2C=C(C(=O)NC2=O)F)CO)O. Drug 2: C1=NNC2=C1C(=O)NC=N2. Cell line: HL-60(TB). Synergy scores: CSS=34.2, Synergy_ZIP=-7.01, Synergy_Bliss=-0.660, Synergy_Loewe=-64.8, Synergy_HSA=-0.462. (3) Drug 1: CC(C1=C(C=CC(=C1Cl)F)Cl)OC2=C(N=CC(=C2)C3=CN(N=C3)C4CCNCC4)N. Drug 2: CC(C)CN1C=NC2=C1C3=CC=CC=C3N=C2N. Cell line: SR. Synergy scores: CSS=46.3, Synergy_ZIP=1.71, Synergy_Bliss=-2.59, Synergy_Loewe=-13.3, Synergy_HSA=-4.17. (4) Drug 1: C1=NC2=C(N1)C(=S)N=C(N2)N. Drug 2: C1=CN(C(=O)N=C1N)C2C(C(C(O2)CO)O)O.Cl. Cell line: MCF7. Synergy scores: CSS=37.2, Synergy_ZIP=-12.5, Synergy_Bliss=-11.4, Synergy_Loewe=-9.24, Synergy_HSA=-6.79. (5) Drug 1: CCC1=C2CN3C(=CC4=C(C3=O)COC(=O)C4(CC)O)C2=NC5=C1C=C(C=C5)O. Drug 2: CC1CCC2CC(C(=CC=CC=CC(CC(C(=O)C(C(C(=CC(C(=O)CC(OC(=O)C3CCCCN3C(=O)C(=O)C1(O2)O)C(C)CC4CCC(C(C4)OC)OCCO)C)C)O)OC)C)C)C)OC. Cell line: SK-OV-3. Synergy scores: CSS=23.2, Synergy_ZIP=-6.29, Synergy_Bliss=-3.79, Synergy_Loewe=-23.3, Synergy_HSA=-2.84. (6) Synergy scores: CSS=16.0, Synergy_ZIP=-4.43, Synergy_Bliss=0.693, Synergy_Loewe=-0.391, Synergy_HSA=-0.346. Drug 2: CC1=C(N=C(N=C1N)C(CC(=O)N)NCC(C(=O)N)N)C(=O)NC(C(C2=CN=CN2)OC3C(C(C(C(O3)CO)O)O)OC4C(C(C(C(O4)CO)O)OC(=O)N)O)C(=O)NC(C)C(C(C)C(=O)NC(C(C)O)C(=O)NCCC5=NC(=CS5)C6=NC(=CS6)C(=O)NCCC[S+](C)C)O. Cell line: MALME-3M. Drug 1: CC(CN1CC(=O)NC(=O)C1)N2CC(=O)NC(=O)C2. (7) Drug 1: CC1=CC2C(CCC3(C2CCC3(C(=O)C)OC(=O)C)C)C4(C1=CC(=O)CC4)C. Drug 2: C1CC(=O)NC(=O)C1N2C(=O)C3=CC=CC=C3C2=O. Cell line: SF-295. Synergy scores: CSS=17.6, Synergy_ZIP=10.7, Synergy_Bliss=21.5, Synergy_Loewe=18.0, Synergy_HSA=18.7. (8) Drug 1: C1C(C(OC1N2C=C(C(=O)NC2=O)F)CO)O. Synergy scores: CSS=37.8, Synergy_ZIP=1.14, Synergy_Bliss=4.99, Synergy_Loewe=-56.5, Synergy_HSA=2.61. Drug 2: CN1C2=C(C=C(C=C2)N(CCCl)CCCl)N=C1CCCC(=O)O.Cl. Cell line: MOLT-4. (9) Drug 1: CCC1=CC2CC(C3=C(CN(C2)C1)C4=CC=CC=C4N3)(C5=C(C=C6C(=C5)C78CCN9C7C(C=CC9)(C(C(C8N6C)(C(=O)OC)O)OC(=O)C)CC)OC)C(=O)OC.C(C(C(=O)O)O)(C(=O)O)O. Drug 2: C1CCC(CC1)NC(=O)N(CCCl)N=O. Cell line: SK-MEL-28. Synergy scores: CSS=30.6, Synergy_ZIP=-6.79, Synergy_Bliss=-7.79, Synergy_Loewe=-15.0, Synergy_HSA=-6.88.